From a dataset of Forward reaction prediction with 1.9M reactions from USPTO patents (1976-2016). Predict the product of the given reaction. (1) Given the reactants [CH3:1][C:2]1[C:12]2[O:11][CH2:10][CH2:9][C@H:8]3[CH2:13][NH:14][CH2:15][CH2:16][N:7]3[C:6]=2[CH:5]=[CH:4][CH:3]=1.[CH2:17]=O, predict the reaction product. The product is: [CH3:17][N:14]1[CH2:15][CH2:16][N:7]2[C@@H:8]([CH2:9][CH2:10][O:11][C:12]3[C:2]([CH3:1])=[CH:3][CH:4]=[CH:5][C:6]=32)[CH2:13]1. (2) Given the reactants C(O[BH-](OC(=O)C)OC(=O)C)(=O)C.[Na+].C(O)(=O)C.[F:19][C:20]1[CH:25]=[CH:24][C:23]([C:26]2[CH:27]=[C:28]3[C:32](=[CH:33][CH:34]=2)[NH:31][CH:30]=[CH:29]3)=[CH:22][C:21]=1[CH:35]=O.[CH3:37][N:38]1[CH2:43][CH2:42][CH:41]([NH2:44])[CH2:40][CH2:39]1, predict the reaction product. The product is: [F:19][C:20]1[CH:25]=[CH:24][C:23]([C:26]2[CH:27]=[C:28]3[C:32](=[CH:33][CH:34]=2)[NH:31][CH:30]=[CH:29]3)=[CH:22][C:21]=1[CH2:35][NH:44][CH:41]1[CH2:42][CH2:43][N:38]([CH3:37])[CH2:39][CH2:40]1. (3) Given the reactants Cl[CH2:2][C:3]1[CH:4]=[C:5]([NH:9][C:10](=[O:37])[CH2:11][N:12]2[N:18]=[C:17]([CH:19]3[CH2:24][CH2:23][CH2:22][CH2:21][CH2:20]3)[C:16]3[CH:25]=[CH:26][CH:27]=[CH:28][C:15]=3[N:14]([CH2:29][C:30](=[O:35])[C:31]([CH3:34])([CH3:33])[CH3:32])[C:13]2=[O:36])[CH:6]=[CH:7][CH:8]=1.[NH2:38][C:39]([NH2:41])=[S:40].[Na+].[I-], predict the reaction product. The product is: [C:39]([S:40][CH2:2][C:3]1[CH:4]=[C:5]([NH:9][C:10](=[O:37])[CH2:11][N:12]2[N:18]=[C:17]([CH:19]3[CH2:24][CH2:23][CH2:22][CH2:21][CH2:20]3)[C:16]3[CH:25]=[CH:26][CH:27]=[CH:28][C:15]=3[N:14]([CH2:29][C:30](=[O:35])[C:31]([CH3:34])([CH3:33])[CH3:32])[C:13]2=[O:36])[CH:6]=[CH:7][CH:8]=1)(=[NH:38])[NH2:41]. (4) Given the reactants C1(P(C2C=CC=CC=2)C2C=CC=CC=2)C=CC=CC=1.C(Cl)(Cl)(Cl)[Cl:21].[F:25][C:26]1[CH:27]=[CH:28][C:29]([CH:32](O)[CH3:33])=[N:30][CH:31]=1.CCCCC, predict the reaction product. The product is: [Cl:21][CH:32]([C:29]1[CH:28]=[CH:27][C:26]([F:25])=[CH:31][N:30]=1)[CH3:33]. (5) Given the reactants Cl[C:2]1[C:11]2[C:6](=[CH:7][CH:8]=[C:9]([CH2:12][OH:13])[CH:10]=2)[N:5]=[C:4]([N:14]2[CH2:20][C:19]3[CH:21]=[CH:22][CH:23]=[CH:24][C:18]=3[S:17](=[O:26])(=[O:25])[CH2:16][CH2:15]2)[CH:3]=1.[O:27]1[CH2:30][C:29]([CH2:33][NH2:34])([CH2:31][NH2:32])[CH2:28]1, predict the reaction product. The product is: [NH2:32][CH2:31][C:29]1([CH2:33][NH:34][C:2]2[C:11]3[C:6](=[CH:7][CH:8]=[C:9]([CH2:12][OH:13])[CH:10]=3)[N:5]=[C:4]([N:14]3[CH2:20][C:19]4[CH:21]=[CH:22][CH:23]=[CH:24][C:18]=4[S:17](=[O:26])(=[O:25])[CH2:16][CH2:15]3)[CH:3]=2)[CH2:30][O:27][CH2:28]1. (6) Given the reactants [S:1]1[C:5]2[CH:6]=[CH:7][CH:8]=[CH:9][C:4]=2[CH:3]=[C:2]1[S:10]([N:13]([CH2:15][P:16](=[O:19])([OH:18])[OH:17])[CH3:14])(=[O:12])=[O:11].[CH:20]1[C:25]([N+:26]([O-:28])=[O:27])=[CH:24][CH:23]=[C:22](O)[CH:21]=1.ClC(Cl)(Cl)C#N, predict the reaction product. The product is: [NH4+:13].[N+:26]([C:25]1[CH:20]=[CH:21][C:22]([O:19][P:16]([CH2:15][N:13]([S:10]([C:2]2[S:1][C:5]3[CH:6]=[CH:7][CH:8]=[CH:9][C:4]=3[CH:3]=2)(=[O:11])=[O:12])[CH3:14])(=[O:18])[O-:17])=[CH:23][CH:24]=1)([O-:28])=[O:27].